This data is from Full USPTO retrosynthesis dataset with 1.9M reactions from patents (1976-2016). The task is: Predict the reactants needed to synthesize the given product. (1) Given the product [F:1][C:2]1[CH:7]=[CH:6][C:5]([C:8]2([OH:21])[CH2:9][CH2:10][NH:11][CH2:12][CH2:13]2)=[CH:4][CH:3]=1, predict the reactants needed to synthesize it. The reactants are: [F:1][C:2]1[CH:7]=[CH:6][C:5]([C:8]2([OH:21])[CH2:13][CH2:12][N:11](C(OC(C)(C)C)=O)[CH2:10][CH2:9]2)=[CH:4][CH:3]=1.Cl.[OH-].[Na+]. (2) Given the product [C:1]([O:5][CH2:6][CH2:7][OH:8])(=[O:4])[C:2]([CH3:10])=[CH2:3], predict the reactants needed to synthesize it. The reactants are: [C:1]([O:5][CH2:6][CH2:7][OH:8])(=[O:4])[CH:2]=[CH2:3].O[C:10]1C=CC(CCOC(=O)C(C)=C)=CC=1N1N=C2C=CC=CC2=N1. (3) The reactants are: Cl[C:2]1[N:10]=[CH:9][N:8]=[C:7]2[C:3]=1[NH:4][CH:5]=[N:6]2.[Cl:11][C:12]1[CH:13]=[CH:14][CH:15]=[C:16]2[C:21]=1[N:20]=[C:19]([C:22]1[CH:27]=[CH:26][CH:25]=[CH:24][C:23]=1[O:28][C:29]([F:32])([F:31])[F:30])[C:18]([CH2:33][NH2:34])=[CH:17]2.C(N(CC)C(C)C)(C)C.C(O)C. Given the product [Cl:11][C:12]1[CH:13]=[CH:14][CH:15]=[C:16]2[C:21]=1[N:20]=[C:19]([C:22]1[CH:27]=[CH:26][CH:25]=[CH:24][C:23]=1[O:28][C:29]([F:30])([F:31])[F:32])[C:18]([CH2:33][NH:34][C:2]1[N:10]=[CH:9][N:8]=[C:7]3[C:3]=1[N:4]=[CH:5][NH:6]3)=[CH:17]2, predict the reactants needed to synthesize it. (4) Given the product [CH3:150][O:151][C:109]1[CH:108]=[CH:107][C:106](/[CH:104]=[CH:103]\[C:102]2[CH:101]=[C:118]([O:119][CH3:120])[C:13]([O:21][CH3:20])=[C:12]([O:11][CH3:9])[CH:14]=2)=[CH:111][C:110]=1[OH:152], predict the reactants needed to synthesize it. The reactants are: N([C:9]([O:11][CH:12]([CH3:14])[CH3:13])=O)=NC(OC(C)C)=O.NC1C=CC([CH2:20][OH:21])=CC=1.CC([C@H](NC(OCC1C=CC=CC=1)=O)C(ON1C(=O)CCC1=O)=O)C.N[C@H](C(O)=O)CCCNC(N)=O.C[C@@H]1O[C@@H](O[C@@H]2C3=C(O)C4C(=O)C5C(=CC=CC=5OC)C(=O)C=4C(O)=C3C[C@@](O)(C(CO)=O)C2)C[C@H](N)[C@@H]1O.C[C:101]1[C@@H:118]([O:119][C:120]([C@H](O)[C@@H](NC(C2C=CC=CC=2)=O)C2C=CC=CC=2)=O)C[C@]2(O)C(C)(C)[C:102]=1[C@@H:103](OC(C)=O)[C:104]([C@@:106]1(C)[C@H:111]([C@@H]2OC(C2C=CC=CC=2)=O)[C@:110]2([O:152]C(C)=O)[CH2:150][O:151][C@@H:109]2[CH2:108][C@@H:107]1O)=O.CC1C(=O)C2N3[C@@](OC)([C@H](COC(N)=O)C=2C(=O)C=1N)[C@H]1N[C@H]1C3. (5) Given the product [Cl:1][C:2]1[C:3]([I:10])=[C:4]([CH:6]=[CH:7][C:8]=1[Cl:9])[NH2:5], predict the reactants needed to synthesize it. The reactants are: [Cl:1][C:2]1[CH:3]=[C:4]([CH:6]=[CH:7][C:8]=1[Cl:9])[NH2:5].[IH:10].OO. (6) Given the product [C:1]([O:4][C@@H:5]1[C@H:9]([O:10][C:11](=[O:13])[CH3:12])[C@@H:8]([C:14]#[CH:15])[O:7][C@H:6]1[N:16]1[CH:24]=[N:23][C:22]2[C:17]1=[N:18][CH:19]=[N:20][C:21]=2[NH:35][CH2:36][CH2:37][S:38]([NH:41][CH2:42][CH3:43])(=[O:40])=[O:39])(=[O:3])[CH3:2], predict the reactants needed to synthesize it. The reactants are: [C:1]([O:4][C@@H:5]1[C@H:9]([O:10][C:11](=[O:13])[CH3:12])[C@@H:8]([C:14]#[CH:15])[O:7][C@H:6]1[N:16]1[CH:24]=[N:23][C:22]2[C:17]1=[N:18][CH:19]=[N:20][C:21]=2Cl)(=[O:3])[CH3:2].C(N(C(C)C)CC)(C)C.[NH2:35][CH2:36][CH2:37][S:38]([NH:41][CH2:42][CH3:43])(=[O:40])=[O:39].